Dataset: Reaction yield outcomes from USPTO patents with 853,638 reactions. Task: Predict the reaction yield, written as a fraction of the theoretical maximum amount of product (1.0 means a 100% yield; for example, 0.34 means a 34% yield). (1) The reactants are Br[C:2]1[CH:3]=[C:4]2[CH:10]=[CH:9][N:8]([Si:11]([CH:18]([CH3:20])[CH3:19])([CH:15]([CH3:17])[CH3:16])[CH:12]([CH3:14])[CH3:13])[C:5]2=[N:6][CH:7]=1.[Li]C(C)(C)C.CCCCC.[CH:31](N1CCCCC1)=[O:32].[NH4+].[Cl-]. The catalyst is C1COCC1.CCCCCC.CCOCC. The product is [CH:12]([Si:11]([CH:18]([CH3:20])[CH3:19])([CH:15]([CH3:17])[CH3:16])[N:8]1[C:5]2=[N:6][CH:7]=[C:2]([CH:31]=[O:32])[CH:3]=[C:4]2[CH:10]=[CH:9]1)([CH3:14])[CH3:13]. The yield is 0.750. (2) The yield is 0.130. The reactants are [C:1]([C:5]1[O:9][N:8]=[C:7]([NH:10][C:11]([NH:13][C:14]2[CH:19]=[CH:18][CH:17]=[C:16]([S:20][C:21]3[C:30]4[C:25](=[CH:26][C:27]([O:35][CH3:36])=[C:28]([O:31][CH2:32][CH2:33]Cl)[CH:29]=4)[N:24]=[CH:23][N:22]=3)[CH:15]=2)=[O:12])[CH:6]=1)([CH3:4])([CH3:3])[CH3:2].[NH:37]1[CH2:42][CH2:41][O:40][CH2:39][CH2:38]1. The product is [C:1]([C:5]1[O:9][N:8]=[C:7]([NH:10][C:11]([NH:13][C:14]2[CH:19]=[CH:18][CH:17]=[C:16]([S:20][C:21]3[C:30]4[C:25](=[CH:26][C:27]([O:35][CH3:36])=[C:28]([O:31][CH2:32][CH2:33][N:37]5[CH2:42][CH2:41][O:40][CH2:39][CH2:38]5)[CH:29]=4)[N:24]=[CH:23][N:22]=3)[CH:15]=2)=[O:12])[CH:6]=1)([CH3:4])([CH3:3])[CH3:2]. No catalyst specified. (3) The reactants are [CH2:1]([O:8][C@H:9]1[C@H:14]([O:15][CH2:16][C:17]2[CH:22]=[CH:21][CH:20]=[CH:19][CH:18]=2)[C@@H:13]([O:23][CH2:24][C:25]2[CH:30]=[CH:29][CH:28]=[CH:27][CH:26]=2)[C@@:12]([C:33]2[CH:38]=[CH:37][C:36]([Cl:39])=[C:35]([CH2:40][C:41]3[CH:46]=[CH:45][C:44]([O:47][C:48]([F:51])([F:50])[F:49])=[CH:43][CH:42]=3)[CH:34]=2)([O:31][CH3:32])[O:11][C@@H:10]1[CH:52]=[O:53])[C:2]1[CH:7]=[CH:6][CH:5]=[CH:4][CH:3]=1.C=O.N12CCCN=C1CCCCC2.[C:67](OCC)(=[O:69])C. The catalyst is O1CCCC1.O. The product is [CH2:1]([O:8][C@H:9]1[C@H:14]([O:15][CH2:16][C:17]2[CH:22]=[CH:21][CH:20]=[CH:19][CH:18]=2)[C@@H:13]([O:23][CH2:24][C:25]2[CH:30]=[CH:29][CH:28]=[CH:27][CH:26]=2)[C@@:12]([C:33]2[CH:38]=[CH:37][C:36]([Cl:39])=[C:35]([CH2:40][C:41]3[CH:42]=[CH:43][C:44]([O:47][C:48]([F:50])([F:51])[F:49])=[CH:45][CH:46]=3)[CH:34]=2)([O:31][CH3:32])[O:11][C@@:10]1([CH2:67][OH:69])[CH:52]=[O:53])[C:2]1[CH:3]=[CH:4][CH:5]=[CH:6][CH:7]=1. The yield is 1.00. (4) The reactants are [C:1]1([CH2:7][CH2:8][C@H:9]([O:33][CH:34]2[CH2:39][CH2:38][CH2:37][CH2:36][O:35]2)/[CH:10]=[CH:11]/[C@@H:12]2[C@@H:24]3[C@@H:15]([O:16][C:17](=[O:25])[CH2:18][CH2:19][CH2:20][CH:21]=[CH:22][CH2:23]3)[CH2:14][C@H:13]2[O:26][CH:27]2[CH2:32][CH2:31][CH2:30][CH2:29][O:28]2)[CH:6]=[CH:5][CH:4]=[CH:3][CH:2]=1.[CH2:40]([NH2:42])[CH3:41].Cl. The catalyst is O1CCCC1.O. The product is [CH2:40]([NH:42][C:17](=[O:25])[CH2:18][CH2:19][CH2:20]/[CH:21]=[CH:22]\[CH2:23][C@H:24]1[C@@H:15]([OH:16])[CH2:14][C@@H:13]([O:26][CH:27]2[CH2:32][CH2:31][CH2:30][CH2:29][O:28]2)[C@@H:12]1/[CH:11]=[CH:10]/[C@@H:9]([O:33][CH:34]1[CH2:39][CH2:38][CH2:37][CH2:36][O:35]1)[CH2:8][CH2:7][C:1]1[CH:6]=[CH:5][CH:4]=[CH:3][CH:2]=1)[CH3:41]. The yield is 0.738. (5) The reactants are [Br:1][C:2]1[CH:7]=[CH:6][C:5]([S:8]([NH:11][CH:12]2[CH2:16][C:15](=[O:17])[NH:14][CH2:13]2)(=[O:10])=[O:9])=[C:4]([CH:18](Br)[CH3:19])[CH:3]=1.C([O-])([O-])=O.[K+].[K+].O. The catalyst is CC(C)=O. The product is [Br:1][C:2]1[CH:7]=[CH:6][C:5]2[S:8](=[O:10])(=[O:9])[N:11]([CH:12]3[CH2:13][NH:14][C:15](=[O:17])[CH2:16]3)[CH:18]([CH3:19])[C:4]=2[CH:3]=1. The yield is 0.710. (6) The reactants are [S:1]([N:11]1[C:15]2=[N:16][CH:17]=[C:18]([CH:20]=[O:21])[N:19]=[C:14]2[CH:13]=[CH:12]1)([C:4]1[CH:10]=[CH:9][C:7]([CH3:8])=[CH:6][CH:5]=1)(=[O:3])=[O:2].Br[CH2:23][CH:24]=[CH2:25].[In].Cl. The catalyst is C1COCC1.O.CCOC(C)=O. The product is [S:1]([N:11]1[C:15]2=[N:16][CH:17]=[C:18]([CH:20]([OH:21])[CH2:25][CH:24]=[CH2:23])[N:19]=[C:14]2[CH:13]=[CH:12]1)([C:4]1[CH:5]=[CH:6][C:7]([CH3:8])=[CH:9][CH:10]=1)(=[O:2])=[O:3]. The yield is 0.690. (7) The reactants are C([O:3][C:4]([C:6]1([C:10]2[CH:11]=[C:12]([C:23]3[CH:28]=[CH:27][C:26]([C:29]([F:32])([F:31])[F:30])=[CH:25][CH:24]=3)[C:13]([O:17][CH2:18][C:19]([F:22])([F:21])[F:20])=[C:14]([Cl:16])[CH:15]=2)[CH2:9][CH2:8][CH2:7]1)=[O:5])C.O.[OH-].[Li+]. The catalyst is CO.C1COCC1.O. The product is [Cl:16][C:14]1[CH:15]=[C:10]([C:6]2([C:4]([OH:5])=[O:3])[CH2:7][CH2:8][CH2:9]2)[CH:11]=[C:12]([C:23]2[CH:24]=[CH:25][C:26]([C:29]([F:30])([F:31])[F:32])=[CH:27][CH:28]=2)[C:13]=1[O:17][CH2:18][C:19]([F:21])([F:22])[F:20]. The yield is 0.880. (8) The reactants are [C:1]([O:9][CH2:10][CH3:11])(=[O:8])[CH2:2][C:3]([O:5][CH2:6][CH3:7])=[O:4].[H-].[Na+].Br[CH2:15][C:16]([O:18][C:19]([CH3:22])([CH3:21])[CH3:20])=[O:17].C(OCC)(=O)C. The catalyst is C1COCC1. The product is [CH2:10]([O:9][C:1](=[O:8])[CH:2]([C:3]([O:5][CH2:6][CH3:7])=[O:4])[CH2:15][C:16]([O:18][C:19]([CH3:22])([CH3:21])[CH3:20])=[O:17])[CH3:11]. The yield is 0.928. (9) The reactants are [Al+3].[Cl-].[Cl-].[Cl-].[C:5](Cl)(=[O:7])[CH3:6].C[O:10][C:11]1[CH:16]=[CH:15][C:14]([C:17]2([C:20]([O:22][CH3:23])=[O:21])[CH2:19][CH2:18]2)=[CH:13][CH:12]=1. The catalyst is C(=S)=S. The product is [CH3:23][O:22][C:20]([C:17]1([C:14]2[CH:15]=[CH:16][C:11]([OH:10])=[C:12]([C:5](=[O:7])[CH3:6])[CH:13]=2)[CH2:19][CH2:18]1)=[O:21]. The yield is 0.810. (10) The reactants are [CH:1]12[CH2:7][CH:4]([CH2:5][CH2:6]1)[CH2:3][CH:2]2[C:8]1([CH3:15])[C:12](=[O:13])[NH:11][N:10]=[C:9]1[CH3:14].Cl[CH2:17][C:18]([C:20]1[NH:21][CH:22]=[CH:23][CH:24]=1)=[O:19]. No catalyst specified. The product is [C@H:1]12[CH2:7][C@H:4]([CH2:5][CH2:6]1)[CH2:3][C@@H:2]2[C:8]1([CH3:15])[C:12](=[O:13])[N:11]([CH2:17][C:18](=[O:19])[C:20]2[NH:21][CH:22]=[CH:23][CH:24]=2)[N:10]=[C:9]1[CH3:14]. The yield is 0.0300.